This data is from Forward reaction prediction with 1.9M reactions from USPTO patents (1976-2016). The task is: Predict the product of the given reaction. (1) Given the reactants [I:1][C:2]1[CH:7]=[CH:6][C:5]([O:8][CH3:9])=[CH:4][C:3]=1[S:10][C:11]1[N:12]([CH2:22][CH2:23][CH2:24][C:25]#[CH:26])[C:13]2[C:18]([N:19]=1)=[C:17]([NH2:20])[N:16]=[C:15](N)[N:14]=2.C[Si]([Cl:31])(C)C.CCN(CC)CC.CCOC(C)=O.CCCCCC, predict the reaction product. The product is: [Cl:31][C:15]1[N:14]=[C:13]2[C:18]([N:19]=[C:11]([S:10][C:3]3[CH:4]=[C:5]([O:8][CH3:9])[CH:6]=[CH:7][C:2]=3[I:1])[N:12]2[CH2:22][CH2:23][CH2:24][C:25]#[CH:26])=[C:17]([NH2:20])[N:16]=1. (2) Given the reactants [Cl:1][C:2]1[CH:15]=[C:14]([N+:16]([O-])=O)[CH:13]=[CH:12][C:3]=1[O:4][CH2:5][C:6]1[CH:11]=[CH:10][CH:9]=[CH:8][N:7]=1.C(OCC)(=O)C, predict the reaction product. The product is: [Cl:1][C:2]1[CH:15]=[C:14]([NH2:16])[CH:13]=[CH:12][C:3]=1[O:4][CH2:5][C:6]1[CH:11]=[CH:10][CH:9]=[CH:8][N:7]=1. (3) Given the reactants [Cl-].[Cl:2][C:3]1[C:12]2[C:7](=[CH:8][CH:9]=[CH:10][CH:11]=2)[CH:6]=[CH:5][C:4]=1[O:13][CH2:14][CH2:15][NH3+:16].[CH3:17][C:18]1[O:22][C:21]([CH:23]=O)=[CH:20][CH:19]=1, predict the reaction product. The product is: [Cl-:2].[Cl:2][C:3]1[C:12]2[C:7](=[CH:8][CH:9]=[CH:10][CH:11]=2)[CH:6]=[CH:5][C:4]=1[O:13][CH2:14][CH2:15][NH2+:16][CH2:23][C:21]1[O:22][C:18]([CH3:17])=[CH:19][CH:20]=1. (4) Given the reactants [NH:1]=[C:2]([C:14]1[CH:19]=[CH:18][CH:17]=[CH:16][CH:15]=1)[C:3]1[CH:8]=[C:7]([O:9][CH3:10])[C:6]([O:11][CH3:12])=[CH:5][C:4]=1[NH2:13].Cl.[CH2:21]([O:23]C(=O)CN)[CH3:22], predict the reaction product. The product is: [CH3:10][O:9][C:7]1[C:6]([O:11][CH3:12])=[CH:5][C:4]2[NH:13][C:21](=[O:23])[CH2:22][N:1]=[C:2]([C:14]3[CH:19]=[CH:18][CH:17]=[CH:16][CH:15]=3)[C:3]=2[CH:8]=1. (5) The product is: [F:8][C:7]1[C:2]([O:17][CH3:16])=[CH:3][C:4]([O:12][CH2:13][O:14][CH3:15])=[C:5]([C:9](=[O:11])[CH3:10])[CH:6]=1. Given the reactants F[C:2]1[C:7]([F:8])=[CH:6][C:5]([C:9](=[O:11])[CH3:10])=[C:4]([O:12][CH2:13][O:14][CH3:15])[CH:3]=1.[CH3:16][O-:17].[Na+], predict the reaction product. (6) Given the reactants [Cl:1][C:2]1[CH:7]=[CH:6][N:5]=[C:4]([NH:8][C:9](=[O:19])[C:10]2[CH:15]=[CH:14][CH:13]=[CH:12][C:11]=2[N+:16]([O-])=O)[CH:3]=1.[Cl-].[NH4+].[CH2:22]([OH:24])C, predict the reaction product. The product is: [Cl:1][C:2]1[CH:7]=[CH:6][N:5]=[C:4]([N:8]2[C:9](=[O:19])[C:10]3[C:11](=[CH:12][CH:13]=[CH:14][CH:15]=3)[NH:16][C:22]2=[O:24])[CH:3]=1.